From a dataset of Full USPTO retrosynthesis dataset with 1.9M reactions from patents (1976-2016). Predict the reactants needed to synthesize the given product. (1) Given the product [I:29][C:28]1[C:7]([C:4]2[CH:5]=[CH:6][N:1]=[CH:2][CH:3]=2)=[N:8][N:9]2[C:14]([CH:15]3[CH2:16][CH:17]4[N:22]([C:23]([O:25][CH2:26][CH3:27])=[O:24])[CH:20]([CH2:19][CH2:18]4)[CH2:21]3)=[CH:13][CH:12]=[N:11][C:10]=12, predict the reactants needed to synthesize it. The reactants are: [N:1]1[CH:6]=[CH:5][C:4]([C:7]2[CH:28]=[C:10]3[N:11]=[CH:12][CH:13]=[C:14]([CH:15]4[CH2:21][CH:20]5[N:22]([C:23]([O:25][CH2:26][CH3:27])=[O:24])[CH:17]([CH2:18][CH2:19]5)[CH2:16]4)[N:9]3[N:8]=2)=[CH:3][CH:2]=1.[I:29]N1C(=O)CCC1=O. (2) Given the product [F:1][C:2]1[CH:3]=[CH:4][C:5]([C:8]2([CH2:13][NH:14][C:25]([C:20]3[NH:21][C:22]4[C:18]([CH:19]=3)=[CH:17][C:16]([Cl:15])=[CH:24][CH:23]=4)=[O:26])[O:9][CH2:10][CH2:11][O:12]2)=[CH:6][CH:7]=1, predict the reactants needed to synthesize it. The reactants are: [F:1][C:2]1[CH:7]=[CH:6][C:5]([C:8]2([CH2:13][NH2:14])[O:12][CH2:11][CH2:10][O:9]2)=[CH:4][CH:3]=1.[Cl:15][C:16]1[CH:17]=[C:18]2[C:22](=[CH:23][CH:24]=1)[NH:21][C:20]([C:25](O)=[O:26])=[CH:19]2.CCN(C(C)C)C(C)C.C1C=CC2N(O)N=NC=2C=1.O.CCN=C=NCCCN(C)C. (3) The reactants are: [Br:1][C:2]1[CH:3]=[CH:4][C:5]([F:19])=[C:6]([C:8]2[NH:17][C:16](=O)[C:15]3[C:10](=[N:11][CH:12]=[CH:13][N:14]=3)[N:9]=2)[CH:7]=1.[N:20]1[CH:25]=[CH:24][CH:23]=[CH:22][C:21]=1[N:26]1[CH2:31][CH2:30][NH:29][CH2:28][CH2:27]1.C(N(C1C=CN=CC=1)C1C2C(=NC=CN=2)N=C(C2C=C(Br)C=CC=2F)N=1)CCC. Given the product [Br:1][C:2]1[CH:3]=[CH:4][C:5]([F:19])=[C:6]([C:8]2[N:17]=[C:16]([N:29]3[CH2:30][CH2:31][N:26]([C:21]4[CH:22]=[CH:23][CH:24]=[CH:25][N:20]=4)[CH2:27][CH2:28]3)[C:15]3[C:10](=[N:11][CH:12]=[CH:13][N:14]=3)[N:9]=2)[CH:7]=1, predict the reactants needed to synthesize it.